This data is from Peptide-MHC class II binding affinity with 134,281 pairs from IEDB. The task is: Regression. Given a peptide amino acid sequence and an MHC pseudo amino acid sequence, predict their binding affinity value. This is MHC class II binding data. (1) The peptide sequence is GELQIVDKCDAAFKI. The MHC is DRB1_0802 with pseudo-sequence DRB1_0802. The binding affinity (normalized) is 0.307. (2) The peptide sequence is TLTPMMSSKFPELGM. The MHC is DRB5_0101 with pseudo-sequence DRB5_0101. The binding affinity (normalized) is 0.0923.